Dataset: Reaction yield outcomes from USPTO patents with 853,638 reactions. Task: Predict the reaction yield, written as a fraction of the theoretical maximum amount of product (1.0 means a 100% yield; for example, 0.34 means a 34% yield). The reactants are Br[C:2]1[CH:3]=[CH:4][C:5]([O:10][CH2:11][CH2:12][O:13][CH:14]2[CH2:19][CH2:18][CH2:17][CH2:16][O:15]2)=[C:6]([CH:9]=1)[C:7]#[N:8].[CH3:20][C:21]1([CH3:37])[C:25]([CH3:27])([CH3:26])[O:24][B:23]([B:23]2[O:24][C:25]([CH3:27])([CH3:26])[C:21]([CH3:37])([CH3:20])[O:22]2)[O:22]1.C(O[K])(C)=O. The catalyst is O1CCOCC1.C1C=CC(P([C]2[CH][CH][CH][CH]2)C2C=CC=CC=2)=CC=1.C1C=CC(P([C]2[CH][CH][CH][CH]2)C2C=CC=CC=2)=CC=1.Cl[Pd]Cl.[Fe]. The product is [O:15]1[CH2:16][CH2:17][CH2:18][CH2:19][CH:14]1[O:13][CH2:12][CH2:11][O:10][C:5]1[CH:4]=[CH:3][C:2]([B:23]2[O:24][C:25]([CH3:27])([CH3:26])[C:21]([CH3:37])([CH3:20])[O:22]2)=[CH:9][C:6]=1[C:7]#[N:8]. The yield is 0.926.